This data is from Full USPTO retrosynthesis dataset with 1.9M reactions from patents (1976-2016). The task is: Predict the reactants needed to synthesize the given product. (1) Given the product [NH2:9][C:18]1([C:1]([OH:3])=[O:4])[CH2:19][CH:20]1[CH2:21][CH3:23], predict the reactants needed to synthesize it. The reactants are: [C:1](=[O:4])([O-:3])N.CCCC[N+:9]([CH2:18][CH2:19][CH2:20][CH3:21])(CCCC)CCCC.[F-].[CH2:23]1COCC1. (2) Given the product [F:12][C:9]([F:10])([F:11])[C:7]1[CH:6]=[C:5]([C:13]2([C:18]([F:21])([F:19])[F:20])[CH2:17][CH2:16][N:15]([C:25]3[CH:26]=[C:27]4[C:31](=[CH:32][CH:33]=3)[CH:30]([NH2:34])[CH2:29][CH2:28]4)[CH2:14]2)[CH:4]=[C:3]([C:2]([F:22])([F:1])[F:23])[CH:8]=1, predict the reactants needed to synthesize it. The reactants are: [F:1][C:2]([F:23])([F:22])[C:3]1[CH:4]=[C:5]([C:13]2([C:18]([F:21])([F:20])[F:19])[CH2:17][CH2:16][NH:15][CH2:14]2)[CH:6]=[C:7]([C:9]([F:12])([F:11])[F:10])[CH:8]=1.Br[C:25]1[CH:26]=[C:27]2[C:31](=[CH:32][CH:33]=1)[CH:30]([NH:34]C(=O)OC(C)(C)C)[CH2:29][CH2:28]2.CC(C)([O-])C.[Na+]. (3) Given the product [CH3:17][C:11]1[CH:12]=[CH:13][CH:14]=[C:15]([CH3:16])[C:10]=1[C:8]1[CH:7]=[CH:6][C:3]2[C:4]([NH2:5])=[N:18][C:19]3[CH:24]=[CH:23][CH:22]=[CH:21][C:20]=3[C:2]=2[N:9]=1, predict the reactants needed to synthesize it. The reactants are: Cl[C:2]1[N:9]=[C:8]([C:10]2[C:15]([CH3:16])=[CH:14][CH:13]=[CH:12][C:11]=2[CH3:17])[CH:7]=[CH:6][C:3]=1[C:4]#[N:5].[NH2:18][C:19]1[CH:24]=[CH:23][CH:22]=[CH:21][C:20]=1B1OC(C)(C)C(C)(C)O1.C(=O)([O-])[O-].[K+].[K+]. (4) Given the product [Cl:1][C:2]1[CH:7]=[CH:6][C:5]([C:8]2[N:12]([CH:13]([CH:16]3[CH2:17][CH2:18][CH2:19][CH2:20][CH2:21]3)[CH2:14][O:15][C:28]3[CH:33]=[CH:32][CH:31]=[CH:30][CH:29]=3)[C:11]3[CH:22]=[C:23]([F:27])[C:24]([F:26])=[CH:25][C:10]=3[N:9]=2)=[CH:4][CH:3]=1, predict the reactants needed to synthesize it. The reactants are: [Cl:1][C:2]1[CH:7]=[CH:6][C:5]([C:8]2[N:12]([CH:13]([CH:16]3[CH2:21][CH2:20][CH2:19][CH2:18][CH2:17]3)[CH2:14][OH:15])[C:11]3[CH:22]=[C:23]([F:27])[C:24]([F:26])=[CH:25][C:10]=3[N:9]=2)=[CH:4][CH:3]=1.[C:28]1(O)[CH:33]=[CH:32][CH:31]=[CH:30][CH:29]=1.C(P(CCCC)CCCC)CCC.CN(C)C(N=NC(N(C)C)=O)=O. (5) Given the product [CH3:20][C:17]1[CH:18]=[CH:19][C:14]([C:7]23[NH:13][CH2:12][CH2:11][N:8]2[C:9](=[O:10])[C:4]2[N:5]([CH:21]=[C:2]([B:30]4[O:31][C:32]([CH3:34])([CH3:33])[C:28]([CH3:44])([CH3:27])[O:29]4)[CH:3]=2)[CH2:6]3)=[CH:15][CH:16]=1, predict the reactants needed to synthesize it. The reactants are: Br[C:2]1[CH:3]=[C:4]2[C:9](=[O:10])[N:8]3[CH2:11][CH2:12][NH:13][C:7]3([C:14]3[CH:19]=[CH:18][C:17]([CH3:20])=[CH:16][CH:15]=3)[CH2:6][N:5]2[CH:21]=1.C([O-])(=O)C.[K+].[CH3:27][C:28]1([CH3:44])[C:32]([CH3:34])([CH3:33])[O:31][B:30]([B:30]2[O:31][C:32]([CH3:34])([CH3:33])[C:28]([CH3:44])([CH3:27])[O:29]2)[O:29]1. (6) The reactants are: [ClH:1].C(N(CC)CCNC(C1C=CC2C(=CC=C(I)C=2)C=1)=O)C.[CH2:23]([N:25]([CH2:46][CH3:47])[CH2:26][CH2:27][NH:28][C:29]([C:31]1[C:44]2[C:35](=[CH:36][C:37]3[C:42]([N:43]=2)=[CH:41][CH:40]=[CH:39][CH:38]=3)[CH:34]=[CH:33][C:32]=1[I:45])=[O:30])[CH3:24].[K+].[Br-]. Given the product [ClH:1].[ClH:1].[CH2:46]([N:25]([CH2:23][CH3:24])[CH2:26][CH2:27][NH:28][C:29]([C:31]1[C:44]2[C:35](=[CH:36][C:37]3[C:42]([N:43]=2)=[CH:41][CH:40]=[CH:39][CH:38]=3)[CH:34]=[CH:33][C:32]=1[I:45])=[O:30])[CH3:47], predict the reactants needed to synthesize it.